This data is from Reaction yield outcomes from USPTO patents with 853,638 reactions. The task is: Predict the reaction yield, written as a fraction of the theoretical maximum amount of product (1.0 means a 100% yield; for example, 0.34 means a 34% yield). (1) The reactants are Cl[C:2]([O:4][CH2:5][Cl:6])=[O:3].[C:7]([O:11][C:12]([NH:14][C@H:15]([C:19]([O:21][CH2:22][CH:23]([CH2:25][O:26][C:27](=[O:40])[C@H:28]([CH:37]([CH3:39])[CH3:38])[NH:29][C:30]([O:32][C:33]([CH3:36])([CH3:35])[CH3:34])=[O:31])[OH:24])=[O:20])[CH:16]([CH3:18])[CH3:17])=[O:13])([CH3:10])([CH3:9])[CH3:8].N1C=CC=CC=1. The catalyst is C(Cl)Cl. The product is [Cl:6][CH2:5][O:4][C:2]([O:24][CH:23]([CH2:25][O:26][C:27](=[O:40])[C@H:28]([CH:37]([CH3:39])[CH3:38])[NH:29][C:30]([O:32][C:33]([CH3:36])([CH3:35])[CH3:34])=[O:31])[CH2:22][O:21][C:19](=[O:20])[C@H:15]([CH:16]([CH3:18])[CH3:17])[NH:14][C:12]([O:11][C:7]([CH3:8])([CH3:10])[CH3:9])=[O:13])=[O:3]. The yield is 0.930. (2) The reactants are [Cl:1][C:2]1[CH:7]=[CH:6][C:5]([C:8]2[C:17]3[C:12](=[CH:13][CH:14]=[C:15]([C:18](O)=[O:19])[CH:16]=3)[CH:11]=[N:10][CH:9]=2)=[CH:4][CH:3]=1.F[B-](F)(F)F.N1(OC(N(C)C)=[N+](C)C)C2C=CC=CC=2N=N1.C(N(CC)C(C)C)(C)C.[NH:52]1[CH2:56][CH2:55][CH:54]([OH:57])[CH2:53]1. The catalyst is CN(C)C=O. The product is [Cl:1][C:2]1[CH:7]=[CH:6][C:5]([C:8]2[C:17]3[C:12](=[CH:13][CH:14]=[C:15]([C:18]([N:52]4[CH2:56][CH2:55][CH:54]([OH:57])[CH2:53]4)=[O:19])[CH:16]=3)[CH:11]=[N:10][CH:9]=2)=[CH:4][CH:3]=1. The yield is 0.490. (3) The reactants are Br[C:2]1[CH:7]=[CH:6][C:5]([C:8]2[CH:13]=[CH:12][CH:11]=[CH:10][CH:9]=2)=[CH:4][CH:3]=1.[CH2:14]([OH:19])[CH2:15][CH2:16][C:17]#[CH:18]. The catalyst is C(N(CC)CC)C.Cl[Pd](Cl)([P](C1C=CC=CC=1)(C1C=CC=CC=1)C1C=CC=CC=1)[P](C1C=CC=CC=1)(C1C=CC=CC=1)C1C=CC=CC=1.[Cu]I. The product is [C:5]1([C:8]2[CH:13]=[CH:12][CH:11]=[CH:10][CH:9]=2)[CH:6]=[CH:7][C:2]([C:18]#[C:17][CH2:16][CH2:15][CH2:14][OH:19])=[CH:3][CH:4]=1. The yield is 0.750. (4) The reactants are CC(OI1(OC(C)=O)(OC(C)=O)OC(=O)C2C=CC=CC1=2)=O.[Cl:23][C:24]1[CH:29]=[CH:28][CH:27]=[CH:26][C:25]=1[CH2:30][N:31]1[CH:35]=[C:34]([C:36]2[CH:41]=[C:40]([CH2:42][OH:43])[CH:39]=[CH:38][N:37]=2)[N:33]=[CH:32]1.[OH-].[Na+]. The catalyst is C1COCC1. The product is [Cl:23][C:24]1[CH:29]=[CH:28][CH:27]=[CH:26][C:25]=1[CH2:30][N:31]1[CH:35]=[C:34]([C:36]2[CH:41]=[C:40]([CH:42]=[O:43])[CH:39]=[CH:38][N:37]=2)[N:33]=[CH:32]1. The yield is 0.610. (5) The reactants are [OH-].[K+].S([O-])([O-])(=O)=O.[Na+].[Na+].[C:10]1([NH:16][N:17]=[CH:18][C:19]2[CH:24]=[CH:23][C:22]([N:25]([CH2:28][CH3:29])[CH2:26][CH3:27])=[CH:21][CH:20]=2)[CH:15]=[CH:14][CH:13]=[CH:12][CH:11]=1.[CH2:30]([CH:32]1[O:34][CH2:33]1)Cl. The catalyst is [O-]S([O-])(=O)=O.[Na+].[Na+]. The product is [O:34]1[CH2:33][CH:32]1[CH2:30][N:16]([C:10]1[CH:15]=[CH:14][CH:13]=[CH:12][CH:11]=1)[N:17]=[CH:18][C:19]1[CH:20]=[CH:21][C:22]([N:25]([CH2:28][CH3:29])[CH2:26][CH3:27])=[CH:23][CH:24]=1. The yield is 0.804. (6) The reactants are [CH3:1][NH:2][S:3]([C:6]1[C:11]([Cl:12])=[CH:10][CH:9]=[C:8]([NH2:13])[C:7]=1[OH:14])(=[O:5])=[O:4].[Cl:15][C:16]1[C:21]([Cl:22])=[CH:20][CH:19]=[CH:18][C:17]=1[N:23]=[C:24]=[O:25]. The catalyst is CN(C)C=O.C(OCC)(=O)C. The product is [Cl:12][C:11]1[CH:10]=[CH:9][C:8]([NH:13][C:24]([NH:23][C:17]2[CH:18]=[CH:19][CH:20]=[C:21]([Cl:22])[C:16]=2[Cl:15])=[O:25])=[C:7]([OH:14])[C:6]=1[S:3]([NH:2][CH3:1])(=[O:5])=[O:4]. The yield is 0.490. (7) The reactants are Cl.[NH2:2][CH2:3][C:4]1[CH:12]=[CH:11][CH:10]=[C:9]2[C:5]=1[C:6](=[O:22])[N:7]([CH:14]1[CH2:19][CH2:18][C:17](=[O:20])[NH:16][C:15]1=[O:21])[C:8]2=[O:13].C(N(CC)CC)C.[CH3:30][O:31][C:32]1[CH:33]=[C:34]([N:38]=[C:39]=[O:40])[CH:35]=[CH:36][CH:37]=1. The catalyst is C1COCC1. The product is [O:21]=[C:15]1[CH:14]([N:7]2[C:6](=[O:22])[C:5]3[C:9](=[CH:10][CH:11]=[CH:12][C:4]=3[CH2:3][NH:2][C:39]([NH:38][C:34]3[CH:35]=[CH:36][CH:37]=[C:32]([O:31][CH3:30])[CH:33]=3)=[O:40])[C:8]2=[O:13])[CH2:19][CH2:18][C:17](=[O:20])[NH:16]1. The yield is 0.800. (8) The reactants are [H-].[Na+].[CH2:3](P(=O)(O)O)[C:4]1[CH:9]=[CH:8][CH:7]=[CH:6][CH:5]=1.[CH3:14][O:15][C:16]1[CH:17]=[C:18]2[C:23](=[CH:24][C:25]=1[O:26][CH3:27])[N:22]=[CH:21][CH:20]=[C:19]2[O:28][C:29]1[CH:36]=[CH:35][C:34]([O:37][CH3:38])=[CH:33][C:30]=1[CH:31]=O.O. The catalyst is O1CCCC1. The product is [CH3:14][O:15][C:16]1[CH:17]=[C:18]2[C:23](=[CH:24][C:25]=1[O:26][CH3:27])[N:22]=[CH:21][CH:20]=[C:19]2[O:28][C:29]1[CH:36]=[CH:35][C:34]([O:37][CH3:38])=[CH:33][C:30]=1/[CH:31]=[CH:3]/[C:4]1[CH:9]=[CH:8][CH:7]=[CH:6][CH:5]=1. The yield is 0.800.